From a dataset of Forward reaction prediction with 1.9M reactions from USPTO patents (1976-2016). Predict the product of the given reaction. Given the reactants [OH-].[Na+].[F:3][C:4]1[CH:5]=[C:6]([CH:37]=[CH:38][CH:39]=1)[CH2:7][O:8][C:9]1[CH:36]=[CH:35][C:12]([O:13][CH:14]2[CH2:19][CH2:18][N:17]([C:20]([O:22][C:23]3[CH:24]=[N:25][CH:26]=[C:27](/[CH:29]=[CH:30]/[C:31]([O:33]C)=[O:32])[CH:28]=3)=[O:21])[CH2:16][CH2:15]2)=[CH:11][CH:10]=1, predict the reaction product. The product is: [F:3][C:4]1[CH:5]=[C:6]([CH:37]=[CH:38][CH:39]=1)[CH2:7][O:8][C:9]1[CH:10]=[CH:11][C:12]([O:13][CH:14]2[CH2:19][CH2:18][N:17]([C:20]([O:22][C:23]3[CH:28]=[C:27](/[CH:29]=[CH:30]/[C:31]([OH:33])=[O:32])[CH:26]=[N:25][CH:24]=3)=[O:21])[CH2:16][CH2:15]2)=[CH:35][CH:36]=1.